Dataset: NCI-60 drug combinations with 297,098 pairs across 59 cell lines. Task: Regression. Given two drug SMILES strings and cell line genomic features, predict the synergy score measuring deviation from expected non-interaction effect. (1) Drug 1: CN1CCC(CC1)COC2=C(C=C3C(=C2)N=CN=C3NC4=C(C=C(C=C4)Br)F)OC. Drug 2: CC1=C2C(C(=O)C3(C(CC4C(C3C(C(C2(C)C)(CC1OC(=O)C(C(C5=CC=CC=C5)NC(=O)OC(C)(C)C)O)O)OC(=O)C6=CC=CC=C6)(CO4)OC(=O)C)OC)C)OC. Cell line: OVCAR3. Synergy scores: CSS=58.2, Synergy_ZIP=1.79, Synergy_Bliss=4.00, Synergy_Loewe=-12.6, Synergy_HSA=7.26. (2) Drug 1: C1C(C(OC1N2C=NC3=C(N=C(N=C32)Cl)N)CO)O. Drug 2: C#CCC(CC1=CN=C2C(=N1)C(=NC(=N2)N)N)C3=CC=C(C=C3)C(=O)NC(CCC(=O)O)C(=O)O. Cell line: SF-539. Synergy scores: CSS=40.2, Synergy_ZIP=-10.7, Synergy_Bliss=-17.1, Synergy_Loewe=-13.4, Synergy_HSA=-12.0. (3) Drug 1: CS(=O)(=O)C1=CC(=C(C=C1)C(=O)NC2=CC(=C(C=C2)Cl)C3=CC=CC=N3)Cl. Drug 2: C1=NC2=C(N1)C(=S)N=CN2. Cell line: A549. Synergy scores: CSS=11.3, Synergy_ZIP=-7.28, Synergy_Bliss=-9.06, Synergy_Loewe=-17.1, Synergy_HSA=-8.65. (4) Drug 1: C1=CC(=CC=C1CCCC(=O)O)N(CCCl)CCCl. Drug 2: C#CCC(CC1=CN=C2C(=N1)C(=NC(=N2)N)N)C3=CC=C(C=C3)C(=O)NC(CCC(=O)O)C(=O)O. Cell line: HCC-2998. Synergy scores: CSS=3.54, Synergy_ZIP=-4.34, Synergy_Bliss=-5.30, Synergy_Loewe=-5.85, Synergy_HSA=-5.85. (5) Drug 1: C1CNP(=O)(OC1)N(CCCl)CCCl. Drug 2: C1CCC(C(C1)N)N.C(=O)(C(=O)[O-])[O-].[Pt+4]. Cell line: SK-MEL-28. Synergy scores: CSS=-0.492, Synergy_ZIP=-6.40, Synergy_Bliss=-13.2, Synergy_Loewe=-53.9, Synergy_HSA=-12.1. (6) Drug 1: CC(CN1CC(=O)NC(=O)C1)N2CC(=O)NC(=O)C2. Drug 2: CC(C1=C(C=CC(=C1Cl)F)Cl)OC2=C(N=CC(=C2)C3=CN(N=C3)C4CCNCC4)N. Cell line: SF-268. Synergy scores: CSS=7.66, Synergy_ZIP=-4.07, Synergy_Bliss=-0.252, Synergy_Loewe=-3.40, Synergy_HSA=-2.69.